From a dataset of Forward reaction prediction with 1.9M reactions from USPTO patents (1976-2016). Predict the product of the given reaction. (1) Given the reactants [Cl:1][C:2]1[CH:7]=[CH:6][CH:5]=[C:4]([F:8])[C:3]=1[C@H:9]1[N:14]2[N:15]=[CH:16][N:17]=[C:13]2[NH:12][C@@H:11]([C:18]2[CH:23]=[CH:22][C:21]([Cl:24])=[CH:20][CH:19]=2)[CH2:10]1.O, predict the reaction product. The product is: [Cl:1][C:2]1[CH:7]=[CH:6][CH:5]=[C:4]([F:8])[C:3]=1[C@H:9]1[N:14]2[N:15]=[CH:16][N:17]=[C:13]2[NH:12][C@@H:11]([C:18]2[CH:23]=[CH:22][C:21]([Cl:24])=[CH:20][CH:19]=2)[CH2:10]1.[Cl:24][C:21]1[CH:22]=[CH:23][C:18]([CH:11]2[CH2:10][CH2:9][N:14]3[N:15]=[CH:16][N:17]=[C:13]3[NH:12]2)=[CH:19][CH:20]=1. (2) Given the reactants [C:1]1([NH2:8])[C:2]([NH2:7])=[CH:3][CH:4]=[CH:5][CH:6]=1.[CH:9](OCC)(OCC)OCC.C1(S(O)(=O)=O)C=CC=CC=1.[Cl:29][C:30]1[C:31]([O:36][C:37]2[CH:47]=[CH:46][C:40]([C:41]([O:43]CC)=O)=[CH:39][CH:38]=2)=[N:32][CH:33]=[CH:34][N:35]=1.[Li+].CC([N-]C(C)C)C.Cl.[OH-].[Na+], predict the reaction product. The product is: [NH:7]1[C:2]2[CH:3]=[CH:4][CH:5]=[CH:6][C:1]=2[N:8]=[C:9]1[C:41]([C:40]1[CH:39]=[CH:38][C:37]([O:36][C:31]2[C:30]([Cl:29])=[N:35][CH:34]=[CH:33][N:32]=2)=[CH:47][CH:46]=1)=[O:43].